The task is: Predict the reaction yield, written as a fraction of the theoretical maximum amount of product (1.0 means a 100% yield; for example, 0.34 means a 34% yield).. This data is from Reaction yield outcomes from USPTO patents with 853,638 reactions. (1) The reactants are Cl.[NH2:2][CH2:3][CH2:4][CH2:5][CH2:6][CH2:7][C:8]([O:10][CH3:11])=[O:9].C(N(CC)CC)C.C1(N=C=NC2CCCCC2)CCCCC1.CN(C1C=CC=CN=1)C.[Br:43][C:44]1[C:45]([CH3:53])=[C:46]([CH:50]=[CH:51][CH:52]=1)[C:47](O)=[O:48]. The catalyst is C(Cl)Cl.C(OCC)(=O)C.CCCCCC. The product is [Br:43][C:44]1[C:45]([CH3:53])=[C:46]([CH:50]=[CH:51][CH:52]=1)[C:47]([NH:2][CH2:3][CH2:4][CH2:5][CH2:6][CH2:7][C:8]([O:10][CH3:11])=[O:9])=[O:48]. The yield is 0.310. (2) The reactants are [Cl:1][C:2]1[CH:7]=[CH:6][C:5]([CH2:8][CH3:9])=[CH:4][C:3]=1[CH:10]=[CH2:11].C([B:14]1[O:22][C:19]([CH3:21])([CH3:20])[C:16]([CH3:18])([CH3:17])[O:15]1)=C. The catalyst is ClCCl.CC1C=C(C)C(N2C(=[Ru](Cl)(Cl)=CC3C=CC=CC=3OC(C)C)N(C3C(C)=CC(C)=CC=3C)CC2)=C(C)C=1.CCOC(C)=O. The product is [Cl:1][C:2]1[CH:7]=[CH:6][C:5]([CH2:8][CH3:9])=[CH:4][C:3]=1/[CH:10]=[CH:11]/[B:14]1[O:22][C:19]([CH3:21])([CH3:20])[C:16]([CH3:18])([CH3:17])[O:15]1. The yield is 0.690. (3) The reactants are Br[C:2]1[CH:3]=[C:4]([N:8]2[C:16]3[CH:15]=[CH:14][C:13](=[O:17])[NH:12][C:11]=3[C:10]([C:18]([NH2:20])=[O:19])=[N:9]2)[CH:5]=[CH:6][CH:7]=1.[C:21]([C@:23]1([OH:30])[CH2:27][CH2:26][N:25]([CH3:28])[C:24]1=[O:29])#[CH:22]. The catalyst is C(N(CC)CC)C.CN(C=O)C.ClCCl.C1C=CC(P(C2C=CC=CC=2)C2C=CC=CC=2)=CC=1.C1C=CC(P(C2C=CC=CC=2)C2C=CC=CC=2)=CC=1.Cl[Pd]Cl.[Cu]I. The product is [OH:30][C@@:23]1([C:21]#[C:22][C:2]2[CH:3]=[C:4]([N:8]3[C:16]4[CH:15]=[CH:14][C:13](=[O:17])[NH:12][C:11]=4[C:10]([C:18]([NH2:20])=[O:19])=[N:9]3)[CH:5]=[CH:6][CH:7]=2)[CH2:27][CH2:26][N:25]([CH3:28])[C:24]1=[O:29]. The yield is 0.185. (4) The reactants are [N+:1]([CH2:4][C:5]1([CH2:11][CH2:12][NH2:13])[CH2:10][CH2:9][CH2:8][CH2:7][CH2:6]1)([O-:3])=[O:2].[C:14](Cl)(=[O:16])[CH3:15].C(N(CC)CC)C. The catalyst is O1CCCC1. The product is [N+:1]([CH2:4][C:5]1([CH2:11][CH2:12][NH:13][C:14](=[O:16])[CH3:15])[CH2:10][CH2:9][CH2:8][CH2:7][CH2:6]1)([O-:3])=[O:2]. The yield is 0.690.